From a dataset of Reaction yield outcomes from USPTO patents with 853,638 reactions. Predict the reaction yield, written as a fraction of the theoretical maximum amount of product (1.0 means a 100% yield; for example, 0.34 means a 34% yield). (1) The reactants are [NH:1]1[CH2:4][CH:3]([NH:5]C(=O)OC(C)(C)C)[CH2:2]1.Cl[C:14]1[CH:23]=[CH:22][C:21]2[C:20]([C:24]([NH:26][CH2:27][CH:28]3[CH2:33][CH2:32][CH2:31][CH2:30][CH2:29]3)=[O:25])=[C:19]([Cl:34])[CH:18]=[CH:17][C:16]=2[N:15]=1.C(N(CC)CC)C. The catalyst is [Br-].C([N+](CCCC)(CCCC)CCCC)CCC.C(#N)C. The product is [NH3:1].[NH2:5][CH:3]1[CH2:2][N:1]([C:14]2[CH:23]=[CH:22][C:21]3[C:20]([C:24]([NH:26][CH2:27][CH:28]4[CH2:29][CH2:30][CH2:31][CH2:32][CH2:33]4)=[O:25])=[C:19]([Cl:34])[CH:18]=[CH:17][C:16]=3[N:15]=2)[CH2:4]1. The yield is 0.100. (2) The reactants are [CH3:1][N:2]([CH2:16][C@H:17]1[CH2:22][CH2:21][C@H:20]([CH2:23][O:24][CH2:25]/[CH:26]=[CH:27]/[CH2:28][NH:29][CH3:30])[CH2:19][CH2:18]1)[S:3]([C:6]1[CH:11]=[CH:10][C:9]([C:12]([F:15])([F:14])[F:13])=[CH:8][CH:7]=1)(=[O:5])=[O:4].Cl[C:32]1[CH:37]=[CH:36][N:35]=[C:34]([CH3:38])[N:33]=1.C(N(C(C)C)C(C)C)C. The catalyst is CN(C)C=O. The product is [CH3:1][N:2]([CH2:16][C@H:17]1[CH2:22][CH2:21][C@H:20]([CH2:23][O:24][CH2:25]/[CH:26]=[CH:27]/[CH2:28][N:29]([CH3:30])[C:32]2[CH:37]=[CH:36][N:35]=[C:34]([CH3:38])[N:33]=2)[CH2:19][CH2:18]1)[S:3]([C:6]1[CH:7]=[CH:8][C:9]([C:12]([F:15])([F:13])[F:14])=[CH:10][CH:11]=1)(=[O:5])=[O:4]. The yield is 0.590. (3) The reactants are [C:1]([OH:7])([C:3]([F:6])([F:5])[F:4])=[O:2].[CH3:8][C:9]1[CH:18]=[CH:17][C:16]2[C:11](=[CH:12][CH:13]=[CH:14][CH:15]=2)[C:10]=1[CH2:19][N:20]1[C:26](=[O:27])[C@@H:25]([NH:28]C(=O)OC(C)(C)C)[CH2:24][O:23][C:22]2[C:36]([C:40]([F:43])([F:42])[F:41])=[CH:37][CH:38]=[CH:39][C:21]1=2. The catalyst is C(Cl)Cl. The product is [F:4][C:3]([F:6])([F:5])[C:1]([OH:7])=[O:2].[NH2:28][C@H:25]1[CH2:24][O:23][C:22]2[C:36]([C:40]([F:42])([F:41])[F:43])=[CH:37][CH:38]=[CH:39][C:21]=2[N:20]([CH2:19][C:10]2[C:11]3[C:16](=[CH:15][CH:14]=[CH:13][CH:12]=3)[CH:17]=[CH:18][C:9]=2[CH3:8])[C:26]1=[O:27]. The yield is 1.00. (4) The reactants are C([N-]C(C)C)(C)C.[Li+].[CH2:9]([O:11][C:12](=[O:23])[CH2:13][C:14]1[CH:19]=[CH:18][C:17]([N+:20]([O-:22])=[O:21])=[CH:16][CH:15]=1)[CH3:10].I[CH2:25][CH:26]1[CH2:30][CH2:29][CH2:28][CH2:27]1. The catalyst is O1CCCC1.CN(C)P(N(C)C)(N(C)C)=O.CN(C)P(N(C)C)(N(C)C)=O. The product is [CH2:9]([O:11][C:12](=[O:23])[CH:13]([C:14]1[CH:19]=[CH:18][C:17]([N+:20]([O-:22])=[O:21])=[CH:16][CH:15]=1)[CH2:25][CH:26]1[CH2:30][CH2:29][CH2:28][CH2:27]1)[CH3:10]. The yield is 0.772. (5) The reactants are [C:1]1([C:14]2[CH:19]=[CH:18][CH:17]=[CH:16][CH:15]=2)[CH:6]=[CH:5][C:4]([C:7]([NH:9][CH2:10][C:11]([OH:13])=O)=[O:8])=[CH:3][CH:2]=1.CCN(C(C)C)C(C)C.CCN=C=NCCCN(C)C.Cl.Cl.Cl.[Br:43][C:44]1[CH:49]=[CH:48][CH:47]=[CH:46][C:45]=1[NH:50][CH:51]1[CH2:56][CH2:55][NH:54][CH2:53][CH2:52]1. The catalyst is CN(C=O)C.O. The product is [Br:43][C:44]1[CH:49]=[CH:48][CH:47]=[CH:46][C:45]=1[NH:50][CH:51]1[CH2:56][CH2:55][N:54]([C:11](=[O:13])[CH2:10][NH:9][C:7]([C:4]2[CH:3]=[CH:2][C:1]([C:14]3[CH:19]=[CH:18][CH:17]=[CH:16][CH:15]=3)=[CH:6][CH:5]=2)=[O:8])[CH2:53][CH2:52]1. The yield is 0.460. (6) The catalyst is CN(C=O)C. The product is [F:43][C:41]1[CH:42]=[C:37]([NH:36][C:35]([N:14]2[C:13]3[N:23]=[C:9]([C:5]4[CH:6]=[CH:7][CH:8]=[C:3]([C:2]([F:1])([F:24])[F:25])[CH:4]=4)[CH:10]=[CH:11][C:12]=3[S:19](=[O:21])(=[O:20])[N:18]3[CH2:22][C@@H:15]2[CH2:16][CH2:17]3)=[O:34])[CH:38]=[N:39][CH:40]=1. The yield is 0.250. The reactants are [F:1][C:2]([F:25])([F:24])[C:3]1[CH:4]=[C:5]([C:9]2[CH:10]=[CH:11][C:12]3[S:19](=[O:21])(=[O:20])[N:18]4[CH2:22][C@H:15]([CH2:16][CH2:17]4)[NH:14][C:13]=3[N:23]=2)[CH:6]=[CH:7][CH:8]=1.[H-].[Na+].C1([O:34][C:35](=O)[NH:36][C:37]2[CH:38]=[N:39][CH:40]=[C:41]([F:43])[CH:42]=2)C=CC=CC=1.O. (7) The reactants are [Cl:1][C:2]1[C:7]2=[N:8][O:9][N:10]=[C:6]2[C:5]([N+:11]([O-])=O)=[CH:4][CH:3]=1. The catalyst is CC(O)=O.CCOC(C)=O.O.[Fe]. The product is [NH2:11][C:5]1[C:6]2[C:7](=[N:8][O:9][N:10]=2)[C:2]([Cl:1])=[CH:3][CH:4]=1. The yield is 0.940. (8) The yield is 0.780. The product is [CH3:1][C:2]1[CH:7]=[CH:6][C:5]([S:8]([O:11][CH2:12][CH:13]2[CH2:17][C:16]3[CH:18]=[CH:19][CH:20]=[C:21]([C:27]4[CH:28]=[CH:29][C:24]([F:23])=[CH:25][CH:26]=4)[C:15]=3[O:14]2)(=[O:10])=[O:9])=[CH:4][CH:3]=1. The catalyst is CC1C=CC=CC=1[P](C1C=CC=CC=1C)([Pd](Cl)(Cl)[P](C1=C(C)C=CC=C1)(C1C=CC=CC=1C)C1C=CC=CC=1C)C1C=CC=CC=1C. The reactants are [CH3:1][C:2]1[CH:7]=[CH:6][C:5]([S:8]([O:11][CH2:12][CH:13]2[CH2:17][C:16]3[CH:18]=[CH:19][CH:20]=[C:21](Br)[C:15]=3[O:14]2)(=[O:10])=[O:9])=[CH:4][CH:3]=1.[F:23][C:24]1[CH:29]=[CH:28][C:27](B(O)O)=[CH:26][CH:25]=1.C(=O)([O-])[O-].[K+].[K+]. (9) The reactants are [CH2:1]([O:8][C@@H:9]1[CH2:13][CH2:12][CH2:11][C@H:10]1[NH:14][C:15]1[C:16]2[S:24][CH2:23][CH2:22][C:17]=2[N:18]=[C:19](Cl)[N:20]=1)[C:2]1[CH:7]=[CH:6][CH:5]=[CH:4][CH:3]=1.O[C:26]1[CH:31]=[CH:30][C:29]([N:32]2[CH2:37][CH2:36][NH:35][CH2:34][CH2:33]2)=[CH:28][CH:27]=1. The catalyst is O1CCOCC1. The product is [CH2:1]([O:8][C@@H:9]1[CH2:13][CH2:12][CH2:11][C@H:10]1[NH:14][C:15]1[C:16]2[S:24][CH2:23][CH2:22][C:17]=2[N:18]=[C:19]([N:35]2[CH2:36][CH2:37][N:32]([C:29]3[CH:30]=[CH:31][CH:26]=[CH:27][CH:28]=3)[CH2:33][CH2:34]2)[N:20]=1)[C:2]1[CH:7]=[CH:6][CH:5]=[CH:4][CH:3]=1. The yield is 0.890.